This data is from Peptide-MHC class I binding affinity with 185,985 pairs from IEDB/IMGT. The task is: Regression. Given a peptide amino acid sequence and an MHC pseudo amino acid sequence, predict their binding affinity value. This is MHC class I binding data. (1) The peptide sequence is MIRRRNQIL. The MHC is HLA-A02:01 with pseudo-sequence HLA-A02:01. The binding affinity (normalized) is 0.0847. (2) The peptide sequence is TLPGCLIIL. The MHC is HLA-A26:01 with pseudo-sequence HLA-A26:01. The binding affinity (normalized) is 0.0847. (3) The peptide sequence is AILSLNLRI. The MHC is HLA-B15:03 with pseudo-sequence HLA-B15:03. The binding affinity (normalized) is 0.495. (4) The binding affinity (normalized) is 0.131. The MHC is HLA-A68:02 with pseudo-sequence HLA-A68:02. The peptide sequence is ILLLCLIFL. (5) The peptide sequence is SENERGYYI. The MHC is HLA-B44:02 with pseudo-sequence HLA-B44:02. The binding affinity (normalized) is 0.537. (6) The peptide sequence is RVRPKKEVL. The MHC is HLA-B08:01 with pseudo-sequence HLA-B08:01. The binding affinity (normalized) is 0.226.